Dataset: Forward reaction prediction with 1.9M reactions from USPTO patents (1976-2016). Task: Predict the product of the given reaction. (1) The product is: [Br:10][C:11]1[C:12]([N:27]2[CH2:28][CH2:29][C:30]([C:34]#[N:35])([CH3:33])[CH2:31][CH2:32]2)=[C:13]([C@H:19]([OH:26])[C:20]([O:22][CH:23]([CH3:25])[CH3:24])=[O:21])[C:14]([CH3:18])=[N:15][C:16]=1[CH3:17]. Given the reactants O1C2C=CC=CC=2OB1.[Br:10][C:11]1[C:12]([N:27]2[CH2:32][CH2:31][C:30]([C:34]#[N:35])([CH3:33])[CH2:29][CH2:28]2)=[C:13]([C:19](=[O:26])[C:20]([O:22][CH:23]([CH3:25])[CH3:24])=[O:21])[C:14]([CH3:18])=[N:15][C:16]=1[CH3:17].CB1N2CCC[C@@H]2C(C2C=CC=CC=2)(C2C=CC=CC=2)O1, predict the reaction product. (2) Given the reactants [F:1][C:2]1[CH:7]=[CH:6][C:5]([C:8]2[O:9][C:10]3[CH:20]=[C:19]([N:21]([CH3:26])[S:22]([CH3:25])(=[O:24])=[O:23])[C:18]([C:27]4[CH:28]=[CH:29][C:30]5[N:31]([CH:33]=[CH:34][N:35]=5)[CH:32]=4)=[CH:17][C:11]=3[C:12]=2[C:13]([NH:15][CH3:16])=[O:14])=[CH:4][CH:3]=1.C1C(=O)N([Br:43])C(=O)C1.O, predict the reaction product. The product is: [Br:43][C:33]1[N:31]2[CH:32]=[C:27]([C:18]3[C:19]([N:21]([CH3:26])[S:22]([CH3:25])(=[O:24])=[O:23])=[CH:20][C:10]4[O:9][C:8]([C:5]5[CH:4]=[CH:3][C:2]([F:1])=[CH:7][CH:6]=5)=[C:12]([C:13]([NH:15][CH3:16])=[O:14])[C:11]=4[CH:17]=3)[CH:28]=[CH:29][C:30]2=[N:35][CH:34]=1.